From a dataset of Reaction yield outcomes from USPTO patents with 853,638 reactions. Predict the reaction yield, written as a fraction of the theoretical maximum amount of product (1.0 means a 100% yield; for example, 0.34 means a 34% yield). (1) The reactants are I[C:2]1[CH:7]=[CH:6][C:5](/[CH:8]=[C:9](\[CH3:15])/[C:10]([O:12][CH2:13][CH3:14])=[O:11])=[CH:4][C:3]=1OCCC.[CH3:20][NH:21][C:22]1[CH:23]=[C:24](B(O)O)[CH:25]=[CH:26][CH:27]=1.O. The catalyst is CN(C)C=O.P([O-])([O-])([O-])=O.[K+].[K+].[K+].C([O-])(=O)C.[Pd+2].C([O-])(=O)C. The product is [CH3:15]/[C:9](=[CH:8]\[C:5]1[CH:4]=[CH:3][C:2]([C:26]2[CH:25]=[CH:24][CH:23]=[C:22]([NH:21][CH3:20])[CH:27]=2)=[CH:7][CH:6]=1)/[C:10]([O:12][CH2:13][CH3:14])=[O:11]. The yield is 0.650. (2) The reactants are [NH2:1][C:2]1[CH:7]=[CH:6][CH:5]=[CH:4][C:3]=1[CH2:8][CH2:9][NH:10][CH:11]1[CH2:16][CH2:15][N:14]([CH2:17][C:18]2[CH:23]=[CH:22][CH:21]=[CH:20][CH:19]=2)[CH2:13][CH2:12]1.[C:24](C1NC=CN=1)(C1NC=CN=1)=[O:25]. The product is [CH2:17]([N:14]1[CH2:13][CH2:12][CH:11]([N:10]2[CH2:9][CH2:8][C:3]3[CH:4]=[CH:5][CH:6]=[CH:7][C:2]=3[NH:1][C:24]2=[O:25])[CH2:16][CH2:15]1)[C:18]1[CH:19]=[CH:20][CH:21]=[CH:22][CH:23]=1. The catalyst is O1CCCC1. The yield is 0.210. (3) The catalyst is CN(C)C=O. The product is [Cl:14][C:8]1[CH:9]=[C:10]([Cl:13])[CH:11]=[CH:12][C:7]=1[C:5]1[N:6]=[C:2]([N:18]2[CH2:17][CH2:16][N:15]([C:21]([O:23][C:24]([CH3:27])([CH3:26])[CH3:25])=[O:22])[CH2:20][CH2:19]2)[S:3][CH:4]=1. The reactants are Br[C:2]1[S:3][CH:4]=[C:5]([C:7]2[CH:12]=[CH:11][C:10]([Cl:13])=[CH:9][C:8]=2[Cl:14])[N:6]=1.[N:15]1([C:21]([O:23][C:24]([CH3:27])([CH3:26])[CH3:25])=[O:22])[CH2:20][CH2:19][NH:18][CH2:17][CH2:16]1.C(=O)([O-])[O-].[K+].[K+].O. The yield is 0.250. (4) The reactants are [CH3:1][O:2][C:3]1[C:4]([C:8]#[N:9])=[N:5][NH:6][CH:7]=1.C1C(=O)N([I:17])C(=O)C1. The catalyst is CN(C)C=O. The product is [I:17][C:7]1[NH:6][N:5]=[C:4]([C:8]#[N:9])[C:3]=1[O:2][CH3:1]. The yield is 0.820. (5) The yield is 0.420. The reactants are [Cl:1][C:2]1[CH:7]=[C:6]([O:8][CH3:9])[CH:5]=[C:4]([F:10])[C:3]=1[C:11]1[N:12]=[C:13]([NH2:16])[S:14][CH:15]=1.Cl.[C:18](Cl)(=[O:25])[C:19]1[CH:24]=[CH:23][N:22]=[CH:21][CH:20]=1. The catalyst is C(Cl)Cl.CN(C1C=CN=CC=1)C. The product is [Cl:1][C:2]1[CH:7]=[C:6]([O:8][CH3:9])[CH:5]=[C:4]([F:10])[C:3]=1[C:11]1[N:12]=[C:13]([NH:16][C:18](=[O:25])[C:19]2[CH:24]=[CH:23][N:22]=[CH:21][CH:20]=2)[S:14][CH:15]=1. (6) The reactants are [F:1][C:2]1[CH:3]=[CH:4][C:5]2[C:14]([CH:15]=1)=[C:13]1[C:8]([CH:9]=[CH:10][CH:11]=[CH:12]1)=[N:7][C:6]=2[NH2:16].[C:17](Cl)(=O)[CH3:18].C(=O)(O)[O-].[Na+]. The yield is 0.520. The product is [F:1][C:2]1[CH:3]=[CH:4][C:5]2[C:6]3[N:7]([CH:17]=[CH:18][N:16]=3)[C:8]3[CH:9]=[CH:10][CH:11]=[CH:12][C:13]=3[C:14]=2[CH:15]=1. The catalyst is O.C(O)(C)C. (7) The reactants are [CH3:1][O:2][C:3](=[O:34])[CH2:4][N:5]1[C:13]2[C:8](=[CH:9][C:10](Br)=[C:11]([S:14]([N:17]3[CH2:22][CH2:21][N:20]([C:23]4[CH:28]=[CH:27][C:26]([C:29]([F:32])([F:31])[F:30])=[CH:25][CH:24]=4)[CH2:19][CH2:18]3)(=[O:16])=[O:15])[CH:12]=2)[CH:7]=[CH:6]1.C(N(CC)CC)C. The catalyst is [Pd].[C]. The product is [CH3:1][O:2][C:3](=[O:34])[CH2:4][N:5]1[C:13]2[C:8](=[CH:9][CH:10]=[C:11]([S:14]([N:17]3[CH2:22][CH2:21][N:20]([C:23]4[CH:28]=[CH:27][C:26]([C:29]([F:32])([F:31])[F:30])=[CH:25][CH:24]=4)[CH2:19][CH2:18]3)(=[O:15])=[O:16])[CH:12]=2)[CH:7]=[CH:6]1. The yield is 0.830.